From a dataset of Full USPTO retrosynthesis dataset with 1.9M reactions from patents (1976-2016). Predict the reactants needed to synthesize the given product. Given the product [CH3:1][O:2][CH2:3][CH2:4][O:5][C:6]1[CH:14]=[C:13]2[C:9]([C:10]([C:30](=[O:31])[C:29]3[CH:33]=[CH:34][CH:35]=[C:36]([N+:37]([O-:39])=[O:38])[C:28]=3[CH3:27])=[C:11]([C:15]([O:17][CH3:18])=[O:16])[NH:12]2)=[CH:8][CH:7]=1, predict the reactants needed to synthesize it. The reactants are: [CH3:1][O:2][CH2:3][CH2:4][O:5][C:6]1[CH:14]=[C:13]2[C:9]([CH:10]=[C:11]([C:15]([O:17][CH3:18])=[O:16])[NH:12]2)=[CH:8][CH:7]=1.Cl[Sn](Cl)(Cl)Cl.C(Cl)Cl.[CH3:27][C:28]1[C:36]([N+:37]([O-:39])=[O:38])=[CH:35][CH:34]=[CH:33][C:29]=1[C:30](Cl)=[O:31].[O-]S([O-])(=O)=O.[Mg+2].